Dataset: Forward reaction prediction with 1.9M reactions from USPTO patents (1976-2016). Task: Predict the product of the given reaction. The product is: [C:1]([C:5]1[O:6][C:7]2[C:13]([S:14]([N:30]3[CH2:31][CH2:32][N:27]([CH3:26])[CH2:28][CH2:29]3)(=[O:16])=[O:15])=[C:12]([Cl:18])[CH:11]=[CH:10][C:8]=2[N:9]=1)([CH3:4])([CH3:3])[CH3:2]. Given the reactants [C:1]([C:5]1[O:6][C:7]2[C:13]([S:14](Cl)(=[O:16])=[O:15])=[C:12]([Cl:18])[CH:11]=[CH:10][C:8]=2[N:9]=1)([CH3:4])([CH3:3])[CH3:2].C(N(CC)CC)C.[CH3:26][N:27]1[CH2:32][CH2:31][NH:30][CH2:29][CH2:28]1, predict the reaction product.